From a dataset of Full USPTO retrosynthesis dataset with 1.9M reactions from patents (1976-2016). Predict the reactants needed to synthesize the given product. Given the product [CH3:1][N:2]([CH3:3])[CH:13]1[CH2:14][N:11]([C:4]([O:6][C:7]([CH3:10])([CH3:9])[CH3:8])=[O:5])[CH2:12]1, predict the reactants needed to synthesize it. The reactants are: [CH3:1][NH:2][CH3:3].[C:4]([N:11]1[CH2:14][C:13](=O)[CH2:12]1)([O:6][C:7]([CH3:10])([CH3:9])[CH3:8])=[O:5].